Task: Predict the reactants needed to synthesize the given product.. Dataset: Full USPTO retrosynthesis dataset with 1.9M reactions from patents (1976-2016) (1) Given the product [CH:9]1([C:12]2[C:13]([N:21]3[CH2:22][CH2:23][N:24]([C:27]([C:29]4[C:34]([CH3:35])=[CH:33][C:32]([N:5]5[CH2:6][CH2:7][O:3][C:4]5=[O:8])=[N:31][CH:30]=4)=[O:28])[CH2:25][CH2:26]3)=[N:14][CH:15]=[C:16]([CH:18]3[CH2:20][CH2:19]3)[CH:17]=2)[CH2:10][CH2:11]1, predict the reactants needed to synthesize it. The reactants are: [H-].[Na+].[O:3]1[CH2:7][CH2:6][NH:5][C:4]1=[O:8].[CH:9]1([C:12]2[C:13]([N:21]3[CH2:26][CH2:25][N:24]([C:27]([C:29]4[CH:30]=[N:31][C:32](F)=[CH:33][C:34]=4[CH3:35])=[O:28])[CH2:23][CH2:22]3)=[N:14][CH:15]=[C:16]([CH:18]3[CH2:20][CH2:19]3)[CH:17]=2)[CH2:11][CH2:10]1.O. (2) Given the product [CH:19]1([NH:22][CH:15]2[CH2:16][CH2:17][CH:12]([NH:11][C:6]3[CH:7]=[CH:8][CH:9]=[C:10]4[C:5]=3[CH:4]=[CH:3][N:2]=[CH:1]4)[CH2:13][CH2:14]2)[CH2:21][CH2:20]1, predict the reactants needed to synthesize it. The reactants are: [CH:1]1[C:10]2[C:5](=[C:6]([NH:11][CH:12]3[CH2:17][CH2:16][C:15](=O)[CH2:14][CH2:13]3)[CH:7]=[CH:8][CH:9]=2)[CH:4]=[CH:3][N:2]=1.[CH:19]1([NH2:22])[CH2:21][CH2:20]1.C(O[BH-](OC(=O)C)OC(=O)C)(=O)C.[Na+].Cl.CO. (3) The reactants are: O.ON1C2C=CC=CC=2N=N1.CCN=C=NCCCN(C)C.Cl.C(N(CC)CC)C.[NH2:31][C@H:32]1[CH2:37][CH2:36][N:35]([C:38]([O:40][C:41]([CH3:44])([CH3:43])[CH3:42])=[O:39])[CH2:34][C@H:33]1[F:45].[Cl:46][C:47]1[N:48]=[C:49]([C:54](O)=[O:55])[NH:50][C:51]=1[CH2:52][CH3:53]. Given the product [Cl:46][C:47]1[N:48]=[C:49]([C:54]([NH:31][C@H:32]2[CH2:37][CH2:36][N:35]([C:38]([O:40][C:41]([CH3:42])([CH3:44])[CH3:43])=[O:39])[CH2:34][C@H:33]2[F:45])=[O:55])[NH:50][C:51]=1[CH2:52][CH3:53], predict the reactants needed to synthesize it. (4) The reactants are: C([N:8]1[CH2:13][C:12]([CH3:15])([CH3:14])[O:11][CH2:10][CH:9]1[CH2:16][CH:17]([OH:19])[CH3:18])C1C=CC=CC=1. Given the product [CH3:15][C:12]1([CH3:14])[CH2:13][NH:8][CH:9]([CH2:16][CH:17]([OH:19])[CH3:18])[CH2:10][O:11]1, predict the reactants needed to synthesize it. (5) Given the product [CH2:10]([N:17]1[CH2:5][CH:6]=[CH:7][C:3]1=[O:2])[C:11]1[CH:16]=[CH:15][CH:14]=[CH:13][CH:12]=1, predict the reactants needed to synthesize it. The reactants are: C[O:2][CH:3]1[CH:7]=[CH:6][CH:5](OC)O1.[CH2:10]([NH2:17])[C:11]1[CH:16]=[CH:15][CH:14]=[CH:13][CH:12]=1.Cl.C([O-])(O)=O.[Na+]. (6) Given the product [F:1][C:2]([F:13])([C:9]([F:10])([F:11])[F:12])[CH2:3][C:4]([CH2:20][C:21]([F:27])([F:26])[C:22]([F:25])([F:24])[F:23])([C:7]#[N:8])[C:5]#[N:6], predict the reactants needed to synthesize it. The reactants are: [F:1][C:2]([F:13])([C:9]([F:12])([F:11])[F:10])[CH2:3][CH:4]([C:7]#[N:8])[C:5]#[N:6].FC(F)(F)S(O[CH2:20][C:21]([F:27])([F:26])[C:22]([F:25])([F:24])[F:23])(=O)=O.C(=O)([O-])[O-].[K+].[K+].Cl.